From a dataset of Catalyst prediction with 721,799 reactions and 888 catalyst types from USPTO. Predict which catalyst facilitates the given reaction. Reactant: [Br-].[CH3:2][N:3]([CH3:25])[CH2:4][CH2:5][P+](C1C=CC=CC=1)(C1C=CC=CC=1)C1C=CC=CC=1.[Li][CH2:27]CCC.[F:31][C:32]1[CH:49]=[C:48]([N+:50]([O-:52])=[O:51])[CH:47]=[CH:46][C:33]=1[O:34][C:35]1[CH:40]=[CH:39][N:38]=[C:37]2[CH:41]=[C:42]([CH:44]=O)[S:43][C:36]=12.O. Product: [F:31][C:32]1[CH:49]=[C:48]([N+:50]([O-:52])=[O:51])[CH:47]=[CH:46][C:33]=1[O:34][C:35]1[CH:40]=[CH:39][N:38]=[C:37]2[CH:41]=[C:42]([CH:44]=[CH:27][CH2:5][CH2:4][N:3]([CH3:25])[CH3:2])[S:43][C:36]=12. The catalyst class is: 1.